From a dataset of Full USPTO retrosynthesis dataset with 1.9M reactions from patents (1976-2016). Predict the reactants needed to synthesize the given product. Given the product [CH:25]([C:23]1[CH:24]=[C:19]([C:18]2[N:14]([C:11]3[CH:12]=[CH:13][C:8]([CH2:7][N:1]4[CH2:6][CH2:5][O:4][CH2:3][CH2:2]4)=[CH:9][CH:10]=3)[C:15]([SH:37])=[N:16][N:17]=2)[C:20]([OH:32])=[CH:21][C:22]=1[OH:28])([CH3:27])[CH3:26], predict the reactants needed to synthesize it. The reactants are: [N:1]1([CH2:7][C:8]2[CH:13]=[CH:12][C:11]([NH:14][C:15](=[S:37])[NH:16][NH:17][C:18](=O)[C:19]3[CH:24]=[C:23]([CH:25]([CH3:27])[CH3:26])[C:22]([O:28]COC)=[CH:21][C:20]=3[O:32]COC)=[CH:10][CH:9]=2)[CH2:6][CH2:5][O:4][CH2:3][CH2:2]1.